This data is from Reaction yield outcomes from USPTO patents with 853,638 reactions. The task is: Predict the reaction yield, written as a fraction of the theoretical maximum amount of product (1.0 means a 100% yield; for example, 0.34 means a 34% yield). (1) The reactants are [OH-].[Na+].O.C([O:6][C:7](=[O:42])[CH2:8][C:9]1[CH:10]=[N:11][C:12]([C:15]2[CH:20]=[CH:19][C:18]([C:21]([CH2:39][CH3:40])([C:24]3[CH:29]=[CH:28][C:27]([CH2:30][CH2:31][CH:32]([OH:37])[C:33]([CH3:36])([CH3:35])[CH3:34])=[C:26]([CH3:38])[CH:25]=3)[CH2:22][CH3:23])=[CH:17][C:16]=2[CH3:41])=[CH:13][CH:14]=1)C.Cl. The catalyst is CO. The product is [CH2:22]([C:21]([C:18]1[CH:19]=[CH:20][C:15]([C:12]2[N:11]=[CH:10][C:9]([CH2:8][C:7]([OH:42])=[O:6])=[CH:14][CH:13]=2)=[C:16]([CH3:41])[CH:17]=1)([C:24]1[CH:29]=[CH:28][C:27]([CH2:30][CH2:31][CH:32]([OH:37])[C:33]([CH3:35])([CH3:36])[CH3:34])=[C:26]([CH3:38])[CH:25]=1)[CH2:39][CH3:40])[CH3:23]. The yield is 1.00. (2) The reactants are [F:1][C:2]([F:17])([F:16])[CH:3]([C:5]1[CH:10]=[CH:9][C:8]([C:11]2[CH:15]=[CH:14][O:13][CH:12]=2)=[CH:7][CH:6]=1)[OH:4].[NH2:18][C:19]1[N:24]=[C:23](Cl)[CH:22]=[C:21]([Cl:26])[N:20]=1.C(=O)([O-])[O-].[Cs+].[Cs+].O1CCOCC1. The catalyst is C(OCC)(=O)C. The product is [Cl:26][C:21]1[CH:22]=[C:23]([O:4][CH:3]([C:5]2[CH:6]=[CH:7][C:8]([C:11]3[CH:15]=[CH:14][O:13][CH:12]=3)=[CH:9][CH:10]=2)[C:2]([F:1])([F:16])[F:17])[N:24]=[C:19]([NH2:18])[N:20]=1. The yield is 0.720.